This data is from Full USPTO retrosynthesis dataset with 1.9M reactions from patents (1976-2016). The task is: Predict the reactants needed to synthesize the given product. (1) The reactants are: [C:1]([O:5][C:6](=[O:13])[NH:7][CH2:8][CH2:9][CH2:10][CH2:11]Br)([CH3:4])([CH3:3])[CH3:2].[CH2:14]([O:21][C:22]([N:24]1[CH2:29][CH2:28][NH:27][CH2:26][CH2:25]1)=[O:23])[C:15]1[CH:20]=[CH:19][CH:18]=[CH:17][CH:16]=1.[I-].[Na+].C(=O)([O-])[O-].[K+].[K+]. Given the product [CH2:14]([O:21][C:22]([N:24]1[CH2:29][CH2:28][N:27]([CH2:11][CH2:10][CH2:9][CH2:8][NH:7][C:6]([O:5][C:1]([CH3:4])([CH3:3])[CH3:2])=[O:13])[CH2:26][CH2:25]1)=[O:23])[C:15]1[CH:20]=[CH:19][CH:18]=[CH:17][CH:16]=1, predict the reactants needed to synthesize it. (2) Given the product [F:1][C:2]1[CH:3]=[C:4]([C:5]2[O:6][CH:22]=[C:20]([CH2:19][C:18]([OH:24])=[O:17])[N:7]=2)[CH:8]=[C:9]([C:12]([F:15])([F:13])[F:14])[C:10]=1[F:11], predict the reactants needed to synthesize it. The reactants are: [F:1][C:2]1[CH:3]=[C:4]([CH:8]=[C:9]([C:12]([F:15])([F:14])[F:13])[C:10]=1[F:11])[C:5]([NH2:7])=[O:6].C[O:17][C:18](=[O:24])[CH2:19][C:20]([CH2:22]Cl)=O. (3) Given the product [C:30]1([C:7]2[C:15]3[C:10](=[C:11]([O:16][CH3:17])[N:12]=[CH:13][CH:14]=3)[N:9]([C:18]3[CH:23]=[CH:22][C:21]([S:24]([NH2:25])(=[O:27])=[O:26])=[CH:20][CH:19]=3)[N:8]=2)[CH2:34][CH2:33][CH2:32][CH:31]=1, predict the reactants needed to synthesize it. The reactants are: FC(F)(F)S(O[C:7]1[C:15]2[C:10](=[C:11]([O:16][CH3:17])[N:12]=[CH:13][CH:14]=2)[N:9]([C:18]2[CH:23]=[CH:22][C:21]([S:24](=[O:27])(=[O:26])[NH2:25])=[CH:20][CH:19]=2)[N:8]=1)(=O)=O.[C:30]1(B2OC(C)(C)C(C)(C)O2)[CH2:34][CH2:33][CH2:32][CH:31]=1.C(=O)([O-])[O-].[Na+].[Na+].O. (4) Given the product [Br:1][C:2]1[CH:7]=[CH:6][C:5]([S:8]([NH:11][C@H:12]([C:28]([OH:30])=[O:29])[CH2:13][CH2:14][CH2:15][CH2:16][N:17]([S:18]([C:21]2[CH:22]=[CH:23][C:24]([Br:27])=[CH:25][CH:26]=2)(=[O:20])=[O:19])[CH2:36][C:35]2[CH:38]=[CH:39][C:32]([F:31])=[CH:33][CH:34]=2)(=[O:10])=[O:9])=[CH:4][CH:3]=1, predict the reactants needed to synthesize it. The reactants are: [Br:1][C:2]1[CH:7]=[CH:6][C:5]([S:8]([NH:11][C@H:12]([C:28]([OH:30])=[O:29])[CH2:13][CH2:14][CH2:15][CH2:16][NH:17][S:18]([C:21]2[CH:26]=[CH:25][C:24]([Br:27])=[CH:23][CH:22]=2)(=[O:20])=[O:19])(=[O:10])=[O:9])=[CH:4][CH:3]=1.[F:31][C:32]1[CH:39]=[CH:38][C:35]([CH2:36]Br)=[CH:34][CH:33]=1. (5) Given the product [CH:34]1([C:32]2[N:33]=[C:27]([CH:12]3[CH2:13][CH:14]([C:16]4[CH:21]=[CH:20][C:19]([CH3:22])=[C:18]([C:23]([F:25])([F:26])[F:24])[CH:17]=4)[CH2:15][N:10]([C:8]([N:5]4[CH2:6][CH2:7][CH:2]([OH:1])[CH2:3][CH2:4]4)=[O:9])[CH2:11]3)[O:28][N:31]=2)[CH2:36][CH2:35]1, predict the reactants needed to synthesize it. The reactants are: [OH:1][CH:2]1[CH2:7][CH2:6][N:5]([C:8]([N:10]2[CH2:15][CH:14]([C:16]3[CH:21]=[CH:20][C:19]([CH3:22])=[C:18]([C:23]([F:26])([F:25])[F:24])[CH:17]=3)[CH2:13][CH:12]([C:27](O)=[O:28])[CH2:11]2)=[O:9])[CH2:4][CH2:3]1.O[N:31]=[C:32]([CH:34]1[CH2:36][CH2:35]1)[NH2:33]. (6) The reactants are: S(=O)(=O)(O)O.[C:6]1([NH:12]N)[CH:11]=[CH:10][CH:9]=[CH:8][CH:7]=1.[C:14]1(=O)[CH2:18][CH2:17][CH2:16][CH2:15]1. Given the product [CH2:16]1[C:15]2[C:7]3[CH:8]=[CH:9][CH:10]=[CH:11][C:6]=3[NH:12][C:14]=2[CH2:18][CH2:17]1, predict the reactants needed to synthesize it.